From a dataset of Reaction yield outcomes from USPTO patents with 853,638 reactions. Predict the reaction yield, written as a fraction of the theoretical maximum amount of product (1.0 means a 100% yield; for example, 0.34 means a 34% yield). (1) The reactants are [C:1]1([S:7](Cl)(=[O:9])=[O:8])[CH:6]=[CH:5][CH:4]=[CH:3][CH:2]=1.[NH:11]1[C:19]2[C:14](=[CH:15][CH:16]=[CH:17][CH:18]=2)[CH2:13][CH2:12]1.CCN(CC)CC. The catalyst is CN(C1C=CN=CC=1)C.C(Cl)Cl. The product is [C:1]1([S:7]([N:11]2[C:19]3[C:14](=[CH:15][CH:16]=[CH:17][CH:18]=3)[CH2:13][CH2:12]2)(=[O:9])=[O:8])[CH:6]=[CH:5][CH:4]=[CH:3][CH:2]=1. The yield is 0.960. (2) The reactants are [F:1][C:2]1[CH:30]=[CH:29][C:5]([CH2:6][N:7]2[C:11]3=[CH:12][N:13]=[C:14]([C:16]([OH:18])=O)[CH:15]=[C:10]3[C:9]([CH2:19][O:20][CH2:21][CH2:22][N:23]3[CH2:27][CH2:26][CH2:25][C:24]3=[O:28])=[CH:8]2)=[CH:4][CH:3]=1.ClC1N=C(OC)N=C(OC)N=1.CN1CCOCC1.Cl.[CH3:50][NH:51][OH:52]. The catalyst is CN(C=O)C. The product is [F:1][C:2]1[CH:30]=[CH:29][C:5]([CH2:6][N:7]2[C:11]3=[CH:12][N:13]=[C:14]([C:16]([N:51]([OH:52])[CH3:50])=[O:18])[CH:15]=[C:10]3[C:9]([CH2:19][O:20][CH2:21][CH2:22][N:23]3[CH2:27][CH2:26][CH2:25][C:24]3=[O:28])=[CH:8]2)=[CH:4][CH:3]=1. The yield is 0.490. (3) The product is [Br:1][C:2]1[CH:7]=[CH:6][C:5]([C:8]2[N:12]([CH2:13][C@@H:14]3[CH2:18][CH2:17][N:16]([C:19]([CH:40]4[CH2:42][CH2:41]4)=[O:21])[CH2:15]3)[C:11]([CH3:26])=[N:10][N:9]=2)=[CH:4][CH:3]=1. The yield is 0.790. The catalyst is C(Cl)Cl. The reactants are [Br:1][C:2]1[CH:7]=[CH:6][C:5]([C:8]2[N:12]([CH2:13][C@@H:14]3[CH2:18][CH2:17][N:16]([C:19]([O:21]C(C)(C)C)=O)[CH2:15]3)[C:11]([CH3:26])=[N:10][N:9]=2)=[CH:4][CH:3]=1.Cl.O1CCOCC1.CCN([CH:40]([CH3:42])[CH3:41])C(C)C.C1(C(Cl)=O)CC1. (4) The reactants are [C:1]([CH2:5][C:6]([O:8][CH2:9][CH3:10])=[O:7])(=[O:4])[CH2:2][CH3:3].[H-].[Na+].Br[CH2:14][C:15]([C:17]1[CH:22]=[CH:21][CH:20]=[CH:19][CH:18]=1)=[O:16].[Cl-].[NH4+]. The catalyst is C1COCC1. The product is [CH2:9]([O:8][C:6](=[O:7])[CH:5]([CH2:14][C:15](=[O:16])[C:17]1[CH:22]=[CH:21][CH:20]=[CH:19][CH:18]=1)[C:1](=[O:4])[CH2:2][CH3:3])[CH3:10]. The yield is 0.820. (5) The reactants are [CH3:1][C:2]1[C:3]([C:7]([OH:9])=O)=[N:4][NH:5][CH:6]=1.[NH2:10][C:11]1[CH:12]=[N:13][C:14]2[C:19]([CH:20]=1)=[CH:18][CH:17]=[CH:16][CH:15]=2.C(NC(C)C)(C)C.CN(C(ON1N=NC2C=CC=NC1=2)=[N+](C)C)C.F[P-](F)(F)(F)(F)F. The catalyst is C(OCC)C.CN(C=O)C. The product is [N:13]1[C:14]2[C:19](=[CH:18][CH:17]=[CH:16][CH:15]=2)[CH:20]=[C:11]([NH:10][C:7]([C:3]2[C:2]([CH3:1])=[CH:6][NH:5][N:4]=2)=[O:9])[CH:12]=1. The yield is 0.300.